Dataset: Catalyst prediction with 721,799 reactions and 888 catalyst types from USPTO. Task: Predict which catalyst facilitates the given reaction. Reactant: [F:1][C:2]1[CH:10]=[C:9]2[C:5]([CH:6]=[N:7][NH:8]2)=[CH:4][C:3]=1[C:11]#[N:12].C(=O)(O)[O-].[Na+].Cl.[NH2:19][OH:20]. Product: [F:1][C:2]1[CH:10]=[C:9]2[C:5]([CH:6]=[N:7][NH:8]2)=[CH:4][C:3]=1[C:11](=[NH:12])[NH:19][OH:20]. The catalyst class is: 8.